This data is from Forward reaction prediction with 1.9M reactions from USPTO patents (1976-2016). The task is: Predict the product of the given reaction. (1) Given the reactants [CH2:1]([C:5]1[S:9][C:8]([S:10]([NH:13][C:14]([CH3:17])([CH3:16])[CH3:15])(=[O:12])=[O:11])=[C:7](B(O)O)[CH:6]=1)[CH2:2][CH2:3][CH3:4].Br[C:22]1[CH:33]=[CH:32][C:25]([CH2:26][N:27]2[CH:31]=[CH:30][N:29]=[CH:28]2)=[CH:24][CH:23]=1.C1(C)C=CC=CC=1.[OH-].[Na+], predict the reaction product. The product is: [N:27]1([CH2:26][C:25]2[CH:24]=[CH:23][C:22]([C:7]3[CH:6]=[C:5]([CH2:1][CH2:2][CH2:3][CH3:4])[S:9][C:8]=3[S:10]([NH:13][C:14]([CH3:17])([CH3:16])[CH3:15])(=[O:12])=[O:11])=[CH:33][CH:32]=2)[CH:31]=[CH:30][N:29]=[CH:28]1. (2) Given the reactants [NH2:1][C:2]1[CH:10]=[C:9]2[C:5]([CH:6]=[N:7][N:8]2[CH2:11][O:12][CH2:13][CH2:14][Si:15]([CH3:18])([CH3:17])[CH3:16])=[CH:4][C:3]=1[C:19]1[C:20]([F:34])=[C:21]([CH:31]=[CH:32][CH:33]=1)[CH2:22][NH:23][C:24](=[O:30])[O:25][C:26]([CH3:29])([CH3:28])[CH3:27].[CH3:35][C:36]1[CH:40]=[C:39]([C:41]2[S:42][CH:43]=[C:44]([C:46](O)=[O:47])[N:45]=2)[N:38]([CH:49]2[CH2:54][CH2:53][CH2:52][CH2:51][O:50]2)[N:37]=1.CN(C(ON1N=NC2C=CC=NC1=2)=[N+](C)C)C.F[P-](F)(F)(F)(F)F.CCN(C(C)C)C(C)C, predict the reaction product. The product is: [F:34][C:20]1[C:19]([C:3]2[CH:4]=[C:5]3[C:9](=[CH:10][C:2]=2[NH:1][C:46]([C:44]2[N:45]=[C:41]([C:39]4[N:38]([CH:49]5[CH2:54][CH2:53][CH2:52][CH2:51][O:50]5)[N:37]=[C:36]([CH3:35])[CH:40]=4)[S:42][CH:43]=2)=[O:47])[N:8]([CH2:11][O:12][CH2:13][CH2:14][Si:15]([CH3:18])([CH3:17])[CH3:16])[N:7]=[CH:6]3)=[CH:33][CH:32]=[CH:31][C:21]=1[CH2:22][NH:23][C:24](=[O:30])[O:25][C:26]([CH3:28])([CH3:29])[CH3:27]. (3) Given the reactants [Br:1][C:2]1[CH:7]=[CH:6][C:5]([N+:8]([O-])=O)=[C:4]([O:11][CH2:12][CH3:13])[CH:3]=1.[Cl-].[NH4+], predict the reaction product. The product is: [Br:1][C:2]1[CH:7]=[CH:6][C:5]([NH2:8])=[C:4]([O:11][CH2:12][CH3:13])[CH:3]=1. (4) The product is: [ClH:40].[C:1]1([S:11]([C:14]2[C:22]3[C:17](=[CH:18][CH:19]=[C:20]([NH:23][C:37]([CH:34]4[CH2:35][CH2:36][NH:31][CH2:32][CH2:33]4)=[O:38])[CH:21]=3)[NH:16][N:15]=2)(=[O:13])=[O:12])[C:10]2[C:5](=[CH:6][CH:7]=[CH:8][CH:9]=2)[CH:4]=[CH:3][CH:2]=1. Given the reactants [C:1]1([S:11]([C:14]2[C:22]3[C:17](=[CH:18][CH:19]=[C:20]([NH2:23])[CH:21]=3)[NH:16][N:15]=2)(=[O:13])=[O:12])[C:10]2[C:5](=[CH:6][CH:7]=[CH:8][CH:9]=2)[CH:4]=[CH:3][CH:2]=1.C([N:31]1[CH2:36][CH2:35][CH:34]([C:37](O)=[O:38])[CH2:33][CH2:32]1)(OC(C)(C)C)=O.[ClH:40].C(N=C=N)C.C(O)(C(F)(F)F)=O.Cl, predict the reaction product. (5) Given the reactants [NH2:1][C:2]1[CH:7]=[CH:6][C:5]([SH:8])=[CH:4][CH:3]=1.Cl.Cl[CH2:11][C:12]1[CH:17]=[CH:16][CH:15]=[CH:14][N:13]=1.C(=O)([O-])[O-].[Cs+].[Cs+].O, predict the reaction product. The product is: [N:13]1[CH:14]=[CH:15][CH:16]=[CH:17][C:12]=1[CH2:11][S:8][C:5]1[CH:6]=[CH:7][C:2]([NH2:1])=[CH:3][CH:4]=1. (6) Given the reactants Cl[C:2]1[CH:7]=[N:6][CH:5]=[C:4]([Cl:8])[N:3]=1.[NH2:9][CH2:10][CH2:11][OH:12].CCN(C(C)C)C(C)C, predict the reaction product. The product is: [Cl:8][C:4]1[N:3]=[C:2]([NH:9][CH2:10][CH2:11][OH:12])[CH:7]=[N:6][CH:5]=1. (7) Given the reactants C(OC([N:8]1[CH2:13][CH2:12][N:11]([C:14]2[C:22]3[CH:21]=[C:20](C(O)=O)[S:19][C:18]=3[CH:17]=[CH:16][CH:15]=2)[CH2:10][CH2:9]1)=O)(C)(C)C, predict the reaction product. The product is: [S:19]1[CH:20]=[CH:21][C:22]2[C:14]([N:11]3[CH2:12][CH2:13][NH:8][CH2:9][CH2:10]3)=[CH:15][CH:16]=[CH:17][C:18]1=2. (8) Given the reactants ClC1C(OC2C=CC(OC(F)(F)F)=C(Cl)C=2)=CC(F)=C(C=1)C(OC(C)(C)C)=O.[Cl:29][C:30]1[CH:31]=[C:32]([CH:52]=[CH:53][C:54]=1[O:55][C:56]([F:59])([F:58])[F:57])[O:33][C:34]1[CH:46]=[CH:45][C:37]([C:38]([O:40]C(C)(C)C)=[O:39])=[CH:36][C:35]=1[C:47]1([OH:51])[CH2:50][O:49][CH2:48]1, predict the reaction product. The product is: [Cl:29][C:30]1[CH:31]=[C:32]([CH:52]=[CH:53][C:54]=1[O:55][C:56]([F:59])([F:57])[F:58])[O:33][C:34]1[CH:46]=[CH:45][C:37]([C:38]([OH:40])=[O:39])=[CH:36][C:35]=1[C:47]1([OH:51])[CH2:50][O:49][CH2:48]1.